This data is from Catalyst prediction with 721,799 reactions and 888 catalyst types from USPTO. The task is: Predict which catalyst facilitates the given reaction. (1) Product: [NH2:3][C:8]1[N:13]=[C:12]([CH2:14][N:15]([S:33]([CH3:36])(=[O:34])=[O:35])[CH2:16][C@@H:17]([C:29]([OH:31])=[O:30])[NH:18][C:19]([O:21][CH2:22][C:23]2[CH:28]=[CH:27][CH:26]=[CH:25][CH:24]=2)=[O:20])[CH:11]=[C:10]([CH3:37])[CH:9]=1. The catalyst class is: 97. Reactant: CC1[N:3]([C:8]2[N:13]=[C:12]([CH2:14][N:15]([S:33]([CH3:36])(=[O:35])=[O:34])[CH2:16][C@@H:17]([C:29]([O:31]C)=[O:30])[NH:18][C:19]([O:21][CH2:22][C:23]3[CH:28]=[CH:27][CH:26]=[CH:25][CH:24]=3)=[O:20])[CH:11]=[C:10]([CH3:37])[CH:9]=2)C(C)=CC=1.Cl.NO.[OH-].[K+].[Cl-].[NH4+]. (2) Reactant: [NH:1]1[CH2:6][CH2:5][CH:4]([C:7]([OH:9])=[O:8])[CH2:3][CH2:2]1.C(=O)([O-])[O-].[K+].[K+].[C:16](O[C:16]([O:18][C:19]([CH3:22])([CH3:21])[CH3:20])=[O:17])([O:18][C:19]([CH3:22])([CH3:21])[CH3:20])=[O:17].O=CC1C=CC(O)=C(OC)C=1. Product: [C:19]([O:18][C:16]([N:1]1[CH2:6][CH2:5][CH:4]([C:7]([OH:9])=[O:8])[CH2:3][CH2:2]1)=[O:17])([CH3:22])([CH3:21])[CH3:20]. The catalyst class is: 90. (3) Reactant: Cl.Cl.Cl.[CH3:4][O:5][C:6]1[CH:7]=[C:8]([NH:18][C:19]2[S:20][C:21]3[CH2:22][NH:23][CH2:24][CH2:25][C:26]=3[N:27]=2)[CH:9]=[CH:10][C:11]=1[N:12]1[CH:16]=[C:15]([CH3:17])[N:14]=[CH:13]1.[F:28][C:29]1[CH:34]=[CH:33][C:32]([CH2:35][C:36](O)=[O:37])=[CH:31][CH:30]=1.CN(C=O)C.CN(C(ON1N=NC2C=CC=CC1=2)=[N+](C)C)C.F[P-](F)(F)(F)(F)F. Product: [F:28][C:29]1[CH:34]=[CH:33][C:32]([CH2:35][C:36]([N:23]2[CH2:24][CH2:25][C:26]3[N:27]=[C:19]([NH:18][C:8]4[CH:9]=[CH:10][C:11]([N:12]5[CH:16]=[C:15]([CH3:17])[N:14]=[CH:13]5)=[C:6]([O:5][CH3:4])[CH:7]=4)[S:20][C:21]=3[CH2:22]2)=[O:37])=[CH:31][CH:30]=1. The catalyst class is: 74. (4) Reactant: [C:1]([C:5]1[CH:13]=[CH:12][C:8]([C:9]([OH:11])=O)=[CH:7][CH:6]=1)([CH3:4])([CH3:3])[CH3:2].S(Cl)(Cl)=O.[CH3:18][N:19]([CH3:41])[CH2:20][CH2:21][NH:22][C:23]([C:25]1[NH:26][C:27]2[C:32]([C:33]=1[C:34]1[CH:39]=[CH:38][CH:37]=[CH:36][CH:35]=1)=[CH:31][C:30]([NH2:40])=[CH:29][CH:28]=2)=[O:24].C(O)(=O)CC(CC(O)=O)(C(O)=O)O.C(=O)(O)[O-].[Na+]. Product: [CH3:18][N:19]([CH3:41])[CH2:20][CH2:21][NH:22][C:23]([C:25]1[NH:26][C:27]2[C:32]([C:33]=1[C:34]1[CH:39]=[CH:38][CH:37]=[CH:36][CH:35]=1)=[CH:31][C:30]([NH:40][C:9](=[O:11])[C:8]1[CH:7]=[CH:6][C:5]([C:1]([CH3:2])([CH3:3])[CH3:4])=[CH:13][CH:12]=1)=[CH:29][CH:28]=2)=[O:24]. The catalyst class is: 57.